Dataset: Forward reaction prediction with 1.9M reactions from USPTO patents (1976-2016). Task: Predict the product of the given reaction. (1) Given the reactants [OH:1][C:2]1[CH:7]=[CH:6][CH:5]=[CH:4][C:3]=1[C:8]1[N:13]=[C:12]([N:14]2[C:18]([C:19]([F:22])([F:21])[F:20])=[C:17]([C:23]([O:25]CC)=[O:24])[CH:16]=[N:15]2)[CH:11]=[CH:10][CH:9]=1.[C:41]1(P([C:41]2[CH:46]=[CH:45][CH:44]=[CH:43][CH:42]=2)[C:41]2[CH:46]=[CH:45][CH:44]=[CH:43][CH:42]=2)[CH:46]=[CH:45][CH:44]=[CH:43][CH:42]=1.N(C([O:57][CH:58]([CH3:60])[CH3:59])=O)=NC([O:57][CH:58]([CH3:60])[CH3:59])=O, predict the reaction product. The product is: [F:21][C:19]([F:20])([F:22])[C:18]1[N:14]([C:12]2[CH:11]=[CH:10][CH:9]=[C:8]([C:3]3[CH:4]=[CH:5][CH:6]=[CH:7][C:2]=3[O:1][CH2:8][C:3]3[CH:4]=[CH:59][C:58]([O:57][C:41]4[CH:42]=[CH:43][C:44]([C:19]([F:22])([F:21])[F:20])=[CH:45][CH:46]=4)=[CH:60][CH:2]=3)[N:13]=2)[N:15]=[CH:16][C:17]=1[C:23]([OH:25])=[O:24]. (2) Given the reactants [CH:1]1[C:10]2[C:5](=[CH:6][CH:7]=[CH:8][CH:9]=2)[CH:4]=[CH:3][C:2]=1[C:11]1[N:12]=[C:13]([NH:16][C:17]([C:19]2[CH:28]=[CH:27][CH:26]=[CH:25][C:20]=2[C:21]([O:23][CH3:24])=[O:22])=O)[S:14][CH:15]=1.COC1C=CC(P2(SP(C3C=CC(OC)=CC=3)(=S)S2)=[S:38])=CC=1, predict the reaction product. The product is: [CH:1]1[C:10]2[C:5](=[CH:6][CH:7]=[CH:8][CH:9]=2)[CH:4]=[CH:3][C:2]=1[C:11]1[N:12]=[C:13]([NH:16][C:17]([C:19]2[CH:28]=[CH:27][CH:26]=[CH:25][C:20]=2[C:21]([O:23][CH3:24])=[O:22])=[S:38])[S:14][CH:15]=1. (3) The product is: [C@H:27]12[CH2:28][C@H:29]([CH2:25][CH2:26]1)[CH2:30][C@H:31]2[NH:32][C:6]1[N:5]=[C:4]([CH:1]([CH3:3])[CH3:2])[C:9]([C:10]([O:12][CH2:13][CH3:14])=[O:11])=[CH:8][N:7]=1. Given the reactants [CH:1]([C:4]1[C:9]([C:10]([O:12][CH2:13][CH3:14])=[O:11])=[CH:8][N:7]=[C:6](S(C)(=O)=O)[N:5]=1)([CH3:3])[CH3:2].O1CCOCC1.[CH2:25]1[CH:29]2[CH2:30][CH:31]([NH2:32])[CH:27]([CH2:28]2)[CH2:26]1, predict the reaction product.